Task: Predict the reactants needed to synthesize the given product.. Dataset: Full USPTO retrosynthesis dataset with 1.9M reactions from patents (1976-2016) (1) Given the product [N:20]1[CH:25]=[CH:24][CH:23]=[C:22]([C:2]2[CH:3]=[C:4]([N:7]3[CH2:11][C@:10]4([CH:16]5[CH2:17][CH2:18][N:13]([CH2:14][CH2:15]5)[CH2:12]4)[O:9][C:8]3=[O:19])[S:5][CH:6]=2)[CH:21]=1, predict the reactants needed to synthesize it. The reactants are: Br[C:2]1[CH:3]=[C:4]([N:7]2[CH2:11][C@:10]3([CH:16]4[CH2:17][CH2:18][N:13]([CH2:14][CH2:15]4)[CH2:12]3)[O:9][C:8]2=[O:19])[S:5][CH:6]=1.[N:20]1[CH:25]=[CH:24][CH:23]=[C:22](B(O)O)[CH:21]=1. (2) Given the product [OH:5][CH2:6][C@@:7]([C@H:10]1[O:15][CH2:14][CH2:13][N:12]([C:16]2[CH:21]=[CH:20][CH:19]=[C:18]([C:22]([F:25])([F:24])[F:23])[N:17]=2)[C:11]1=[O:26])([OH:9])[CH3:8], predict the reactants needed to synthesize it. The reactants are: O[C@@]([C@H]1OCCN(C2C=CC=C(C(F)(F)F)N=2)C1=O)(C)C([O:5][C:6](=O)[C@@:7]([C@H:10]1[O:15][CH2:14][CH2:13][N:12]([C:16]2[CH:21]=[CH:20][CH:19]=[C:18]([C:22]([F:25])([F:24])[F:23])[N:17]=2)[C:11]1=[O:26])([OH:9])[CH3:8])=O.[BH4-].[Na+].